Dataset: Peptide-MHC class II binding affinity with 134,281 pairs from IEDB. Task: Regression. Given a peptide amino acid sequence and an MHC pseudo amino acid sequence, predict their binding affinity value. This is MHC class II binding data. The peptide sequence is DYLKAQQNRRFMIYV. The MHC is DRB1_1201 with pseudo-sequence DRB1_1201. The binding affinity (normalized) is 0.568.